Dataset: Forward reaction prediction with 1.9M reactions from USPTO patents (1976-2016). Task: Predict the product of the given reaction. (1) Given the reactants Br[C:2]1[S:10][C:9]2[C:8]([C:11]#[N:12])=[CH:7][N:6]=[C:5]([NH:13][CH:14]3[CH2:19][CH2:18][CH2:17][N:16]([C:20]([O:22][C:23]([CH3:26])([CH3:25])[CH3:24])=[O:21])[CH2:15]3)[C:4]=2[CH:3]=1.C([Sn](CCCC)(CCCC)[C:32]1[CH:37]=[CH:36][N:35]=[CH:34][CH:33]=1)CCC, predict the reaction product. The product is: [C:11]([C:8]1[C:9]2[S:10][C:2]([C:32]3[CH:37]=[CH:36][N:35]=[CH:34][CH:33]=3)=[CH:3][C:4]=2[C:5]([NH:13][CH:14]2[CH2:19][CH2:18][CH2:17][N:16]([C:20]([O:22][C:23]([CH3:26])([CH3:25])[CH3:24])=[O:21])[CH2:15]2)=[N:6][CH:7]=1)#[N:12]. (2) Given the reactants [CH3:1][O:2][C:3]1[CH:8]=[C:7]([B:9]2[O:13][C:12]([CH3:15])([CH3:14])[C:11]([CH3:17])([CH3:16])[O:10]2)[CH:6]=[CH:5][C:4]=1[OH:18].[C:19]([O:23][C:24](=[O:30])[NH:25][CH2:26][CH2:27][CH2:28]Br)([CH3:22])([CH3:21])[CH3:20].C([O-])([O-])=O.[Cs+].[Cs+].O, predict the reaction product. The product is: [C:19]([O:23][C:24](=[O:30])[NH:25][CH2:26][CH2:27][CH2:28][O:18][C:4]1[CH:5]=[CH:6][C:7]([B:9]2[O:10][C:11]([CH3:17])([CH3:16])[C:12]([CH3:14])([CH3:15])[O:13]2)=[CH:8][C:3]=1[O:2][CH3:1])([CH3:22])([CH3:21])[CH3:20]. (3) The product is: [C:43]([C:40]1([C:35]2[CH:36]=[CH:37][CH:38]=[CH:39][C:34]=2[C:32]#[C:33][C:2]2[C:7]([C:8]([F:11])([F:10])[F:9])=[CH:6][N:5]=[C:4]([NH:12][C:13]3[CH:14]=[CH:15][C:16]([CH:19]4[CH2:24][CH2:23][N:22]([C:25]([O:27][C:28]([CH3:31])([CH3:30])[CH3:29])=[O:26])[CH2:21][CH2:20]4)=[N:17][CH:18]=3)[N:3]=2)[CH2:41][CH2:42]1)(=[O:44])[NH2:45]. Given the reactants Cl[C:2]1[C:7]([C:8]([F:11])([F:10])[F:9])=[CH:6][N:5]=[C:4]([NH:12][C:13]2[CH:14]=[CH:15][C:16]([CH:19]3[CH2:24][CH2:23][N:22]([C:25]([O:27][C:28]([CH3:31])([CH3:30])[CH3:29])=[O:26])[CH2:21][CH2:20]3)=[N:17][CH:18]=2)[N:3]=1.[C:32]([C:34]1[CH:39]=[CH:38][CH:37]=[CH:36][C:35]=1[C:40]1([C:43]([NH2:45])=[O:44])[CH2:42][CH2:41]1)#[CH:33].F[B-](F)(F)F.CCN(C(C)C)C(C)C, predict the reaction product. (4) Given the reactants C(OC([NH:8][C:9](=[NH:40])[C:10]1[S:14][C:13]([S:15][CH3:16])=[C:12]([S:17]([C:20]2[CH:21]=[C:22]([C:26]3[C:31]([CH3:32])=[CH:30][CH:29]=[CH:28][C:27]=3[CH2:33][O:34][CH2:35][CH2:36][C:37]([OH:39])=[O:38])[CH:23]=[CH:24][CH:25]=2)(=[O:19])=[O:18])[CH:11]=1)=O)(C)(C)C, predict the reaction product. The product is: [C:9]([C:10]1[S:14][C:13]([S:15][CH3:16])=[C:12]([S:17]([C:20]2[CH:21]=[C:22]([C:26]3[C:31]([CH3:32])=[CH:30][CH:29]=[CH:28][C:27]=3[CH2:33][O:34][CH2:35][CH2:36][C:37]([OH:39])=[O:38])[CH:23]=[CH:24][CH:25]=2)(=[O:19])=[O:18])[CH:11]=1)(=[NH:8])[NH2:40]. (5) The product is: [Br:1][C:2]1[CH:3]=[C:4]([N+:12]([O-:14])=[O:13])[C:5]([CH3:11])=[C:6]([CH:10]=1)[C:7]([O:9][CH3:17])=[O:8]. Given the reactants [Br:1][C:2]1[CH:3]=[C:4]([N+:12]([O-:14])=[O:13])[C:5]([CH3:11])=[C:6]([CH:10]=1)[C:7]([OH:9])=[O:8].IC.[C:17](=O)([O-])[O-].[Na+].[Na+], predict the reaction product. (6) Given the reactants [Br:1][C:2]1[CH:3]=[C:4]2[C:8](=[CH:9][CH:10]=1)[NH:7][CH:6]=[C:5]2[C:11]#[N:12].FC(F)(F)C(O)=[O:16], predict the reaction product. The product is: [Br:1][C:2]1[CH:3]=[C:4]2[C:8](=[CH:9][CH:10]=1)[NH:7][CH:6]=[C:5]2[C:11]([NH2:12])=[O:16]. (7) Given the reactants [Cl:1][C:2]1[CH:7]=[CH:6][C:5]([CH:8]([C:20]2[CH:25]=[CH:24][C:23]([Cl:26])=[CH:22][CH:21]=2)[C:9]2[CH:10]=[C:11]3[C:16](=[CH:17][CH:18]=2)[N:15]=[CH:14][N:13]=[C:12]3Cl)=[CH:4][CH:3]=1.Cl.[NH2:28][CH:29]1[CH2:34][CH2:33][N:32]([C:35](=[O:41])[CH2:36][C:37]([F:40])([F:39])[F:38])[CH2:31][CH2:30]1, predict the reaction product. The product is: [Cl:26][C:23]1[CH:22]=[CH:21][C:20]([CH:8]([C:5]2[CH:6]=[CH:7][C:2]([Cl:1])=[CH:3][CH:4]=2)[C:9]2[CH:10]=[C:11]3[C:16](=[CH:17][CH:18]=2)[N:15]=[CH:14][N:13]=[C:12]3[NH:28][CH:29]2[CH2:30][CH2:31][N:32]([C:35](=[O:41])[CH2:36][C:37]([F:38])([F:39])[F:40])[CH2:33][CH2:34]2)=[CH:25][CH:24]=1. (8) Given the reactants [O:1]1[C:5]([C:6]2[CH:11]=[CH:10][C:9]([NH:12][NH2:13])=[CH:8][CH:7]=2)=[CH:4][N:3]=[CH:2]1.[C:14]([C:17]1[CH:22]=[CH:21][N:20]=[CH:19][CH:18]=1)(=O)[CH3:15], predict the reaction product. The product is: [O:1]1[C:5]([C:6]2[CH:7]=[CH:8][C:9]([NH:12][N:13]=[C:14]([C:17]3[CH:22]=[CH:21][N:20]=[CH:19][CH:18]=3)[CH3:15])=[CH:10][CH:11]=2)=[CH:4][N:3]=[CH:2]1. (9) Given the reactants [NH2:1][C:2]1[S:3][C:4]([C:13]([NH:15][C:16]2[C:21]([CH3:22])=[CH:20][C:19]([CH3:23])=[CH:18][C:17]=2[CH3:24])=[O:14])=[C:5]([C:7]2[CH:12]=[CH:11][CH:10]=[CH:9][CH:8]=2)[N:6]=1.FC(F)(F)[C:27]([O-:29])=[O:28], predict the reaction product. The product is: [CH3:22][C:21]1[CH:20]=[C:19]([CH3:23])[CH:18]=[C:17]([CH3:24])[C:16]=1[NH:15][C:13]([C:4]1[S:3][C:2]([NH:1][C:27](=[O:28])[O:29][C:7]([CH3:12])([CH3:8])[CH3:5])=[N:6][C:5]=1[C:7]1[CH:12]=[CH:11][CH:10]=[CH:9][CH:8]=1)=[O:14]. (10) Given the reactants [O:1]1[C:6]2[CH:7]=[CH:8][CH:9]=[CH:10][C:5]=2[NH:4][CH2:3][CH2:2]1.Br[CH2:12][CH2:13][CH2:14][CH2:15][C:16]([O:18][CH2:19][CH3:20])=[O:17].[I-].[Na+].C(=O)([O-])[O-].[K+].[K+], predict the reaction product. The product is: [O:1]1[C:6]2[CH:7]=[CH:8][CH:9]=[CH:10][C:5]=2[N:4]([CH2:12][CH2:13][CH2:14][CH2:15][C:16]([O:18][CH2:19][CH3:20])=[O:17])[CH2:3][CH2:2]1.